The task is: Predict the reactants needed to synthesize the given product.. This data is from Full USPTO retrosynthesis dataset with 1.9M reactions from patents (1976-2016). (1) Given the product [N:1]1([C:6]2[CH:18]=[CH:17][C:16]3[C:15]4[C:10](=[CH:11][CH:12]=[CH:13][CH:14]=4)[N:9]([C:19]4[CH:31]=[CH:30][C:29]5[C:28]6[C:23](=[CH:24][CH:25]=[CH:26][CH:27]=6)[N:22]([C:33]6[CH:38]=[C:37]([C:39]([F:42])([F:41])[F:40])[CH:36]=[CH:35][N:34]=6)[C:21]=5[CH:20]=4)[C:8]=3[CH:7]=2)[CH:5]=[CH:4][CH:3]=[N:2]1, predict the reactants needed to synthesize it. The reactants are: [N:1]1([C:6]2[CH:18]=[CH:17][C:16]3[C:15]4[C:10](=[CH:11][CH:12]=[CH:13][CH:14]=4)[N:9]([C:19]4[CH:31]=[CH:30][C:29]5[C:28]6[C:23](=[CH:24][CH:25]=[CH:26][CH:27]=6)[NH:22][C:21]=5[CH:20]=4)[C:8]=3[CH:7]=2)[CH:5]=[CH:4][CH:3]=[N:2]1.Br[C:33]1[CH:38]=[C:37]([C:39]([F:42])([F:41])[F:40])[CH:36]=[CH:35][N:34]=1.CC(P(C(C)(C)C)C1C(C2C=CC=CC=2)=CC=CC=1)(C)C.CC([O-])(C)C.[Na+]. (2) Given the product [CH2:7]([CH:8]1[NH:15][CH2:16][CH2:17][N:10]([CH2:11][CH2:12][Cl:13])[CH2:9]1)[C:1]1[CH:6]=[CH:5][CH:4]=[CH:3][CH:2]=1, predict the reactants needed to synthesize it. The reactants are: [C:1]1([CH2:7][C@@H:8]([NH:15][C:16](=O)[CH2:17]Cl)[CH2:9][NH:10][C:11](=O)[CH2:12][Cl:13])[CH:6]=[CH:5][CH:4]=[CH:3][CH:2]=1. (3) Given the product [Cl:1][C:2]1[CH:11]=[CH:10][CH:9]=[C:8]([CH:12]2[CH2:13][CH2:14][CH2:15]2)[C:3]=1[C:4]([OH:6])=[O:5], predict the reactants needed to synthesize it. The reactants are: [Cl:1][C:2]1[CH:11]=[CH:10][CH:9]=[C:8]([CH:12]2[CH2:15][CH2:14][CH2:13]2)[C:3]=1[C:4]([O:6]C)=[O:5].[OH-].[K+].Cl. (4) The reactants are: [CH2:1]([O:8][C:9]1[C:32](=[O:33])[N:13]2[CH2:14][CH:15]3[CH2:20][CH2:19][C:18]([NH:21][C:22]([O:24][CH2:25][C:26]4[CH:31]=[CH:30][CH:29]=[CH:28][CH:27]=4)=[O:23])([C:12]2=[N:11][C:10]=1[C:34]([O:36]CC)=[O:35])[CH2:17][CH2:16]3)[C:2]1[CH:7]=[CH:6][CH:5]=[CH:4][CH:3]=1.O.O[Li].O. Given the product [CH2:1]([O:8][C:9]1[C:32](=[O:33])[N:13]2[CH2:14][CH:15]3[CH2:16][CH2:17][C:18]([NH:21][C:22]([O:24][CH2:25][C:26]4[CH:31]=[CH:30][CH:29]=[CH:28][CH:27]=4)=[O:23])([C:12]2=[N:11][C:10]=1[C:34]([OH:36])=[O:35])[CH2:19][CH2:20]3)[C:2]1[CH:3]=[CH:4][CH:5]=[CH:6][CH:7]=1, predict the reactants needed to synthesize it. (5) Given the product [CH2:1]([C@H:8]1[CH2:12][O:11][C:10](=[O:13])[N:9]1[C:14](=[O:33])[CH2:15][C@H:16]([C:17]1[CH:21]=[CH:20][O:19][N:18]=1)[C:22]1[CH:27]=[CH:26][C:25]([O:28][CH2:29][CH:30]([O:48][C:45]2[CH:46]=[CH:47][C:42]([C:41]([F:40])([F:49])[F:50])=[CH:43][CH:44]=2)[CH3:31])=[CH:24][CH:23]=1)[C:2]1[CH:7]=[CH:6][CH:5]=[CH:4][CH:3]=1, predict the reactants needed to synthesize it. The reactants are: [CH2:1]([C@H:8]1[CH2:12][O:11][C:10](=[O:13])[N:9]1[C:14](=[O:33])[CH2:15][C@@H:16]([C:22]1[CH:27]=[CH:26][C:25]([O:28][CH2:29][CH:30](Br)[CH3:31])=[CH:24][CH:23]=1)[C:17]1[CH:21]=[CH:20][O:19][N:18]=1)[C:2]1[CH:7]=[CH:6][CH:5]=[CH:4][CH:3]=1.C(=O)([O-])[O-].[Cs+].[Cs+].[F:40][C:41]([F:50])([F:49])[C:42]1[CH:47]=[CH:46][C:45]([OH:48])=[CH:44][CH:43]=1. (6) Given the product [CH3:1][C:2]([C@@H:4]1[C:9]([CH3:11])([CH3:10])[CH2:8][CH:7]=[CH:6][C@H:5]1[CH3:12])=[O:3].[CH3:1][C:2]([CH:4]1[C:9]([CH3:11])([CH3:10])[CH2:8][CH:7]=[CH:6][CH:5]1[CH3:12])=[O:3], predict the reactants needed to synthesize it. The reactants are: [CH3:1][C:2]([CH:4]1[C:9]([CH3:11])([CH3:10])[CH2:8][CH:7]=[CH:6][CH:5]1[CH3:12])=[O:3].C1(C)C=CC(S(O)(=O)=O)=CC=1. (7) The reactants are: [CH:1]1([C:6]2[C:7]([O:15][CH2:16][C:17]([F:20])([F:19])[F:18])=[N:8][CH:9]=[C:10]([CH:14]=2)[C:11]([OH:13])=O)[CH2:5][CH2:4][CH2:3][CH2:2]1.[N:21]1[CH:26]=[CH:25][CH:24]=[CH:23][C:22]=1[NH2:27]. Given the product [CH:1]1([C:6]2[C:7]([O:15][CH2:16][C:17]([F:20])([F:19])[F:18])=[N:8][CH:9]=[C:10]([CH:14]=2)[C:11]([NH:27][C:22]2[CH:23]=[CH:24][CH:25]=[CH:26][N:21]=2)=[O:13])[CH2:2][CH2:3][CH2:4][CH2:5]1, predict the reactants needed to synthesize it.